From a dataset of Full USPTO retrosynthesis dataset with 1.9M reactions from patents (1976-2016). Predict the reactants needed to synthesize the given product. (1) Given the product [CH2:1]([O:3][C:4](=[O:35])[C@H:5]([NH2:17])[CH2:6][CH2:7][CH2:8][NH:9][C:10]([O:12][C:13]([CH3:15])([CH3:14])[CH3:16])=[O:11])[CH3:2], predict the reactants needed to synthesize it. The reactants are: [CH2:1]([O:3][C:4](=[O:35])[C@H:5]([NH:17]C(OCC1C2C=CC=CC=2C2C1=CC=CC=2)=O)[CH2:6][CH2:7][CH2:8][NH:9][C:10]([O:12][C:13]([CH3:16])([CH3:15])[CH3:14])=[O:11])[CH3:2].C(NCC)C. (2) Given the product [Cl:1][C:2]1[CH:3]=[C:4]([CH:13]=[CH:14][C:15]=1[Cl:16])[O:5][C:6]1[CH:11]=[N:10][C:9]([O:12][C:19](=[O:20])[N:18]([CH3:17])[C:22]2[CH:27]=[CH:26][CH:25]=[CH:24][CH:23]=2)=[N:8][CH:7]=1, predict the reactants needed to synthesize it. The reactants are: [Cl:1][C:2]1[CH:3]=[C:4]([CH:13]=[CH:14][C:15]=1[Cl:16])[O:5][C:6]1[CH:7]=[N:8][C:9]([OH:12])=[N:10][CH:11]=1.[CH3:17][N:18]([C:22]1[CH:27]=[CH:26][CH:25]=[CH:24][CH:23]=1)[C:19](Cl)=[O:20].N12CCN(CC1)CC2.O. (3) Given the product [CH3:14][O:13][C:11]1[CH:6]=[C:5]([CH3:15])[N:4]=[C:3]([N:2]([CH3:16])[CH3:1])[CH:12]=1, predict the reactants needed to synthesize it. The reactants are: [CH3:1][N:2]([CH3:16])[C:3]1[CH:12]=[C:11]([O:13][CH3:14])[C:6](C(OC)=O)=[C:5]([CH3:15])[N:4]=1.O.